Dataset: Full USPTO retrosynthesis dataset with 1.9M reactions from patents (1976-2016). Task: Predict the reactants needed to synthesize the given product. (1) Given the product [CH:1]([O:5][C:6]1[CH:7]=[C:8]([CH:12]=[CH:13][CH:14]=1)[C:9]([NH:15][C@H:16]1[CH2:17][O:18][C@@H:19]2[C@@H:23]([NH:24][C:25]([CH:27]3[CH2:28][CH2:29]3)=[O:26])[CH2:22][O:21][C@H:20]12)=[O:11])([CH2:3][CH3:4])[CH3:2], predict the reactants needed to synthesize it. The reactants are: [CH:1]([O:5][C:6]1[CH:7]=[C:8]([CH:12]=[CH:13][CH:14]=1)[C:9]([OH:11])=O)([CH2:3][CH3:4])[CH3:2].[NH2:15][C@@H:16]1[C@H:20]2[O:21][CH2:22][C@H:23]([NH:24][C:25]([CH:27]3[CH2:29][CH2:28]3)=[O:26])[C@H:19]2[O:18][CH2:17]1. (2) Given the product [CH2:16]([O:15][C:13]([N:8]1[C:5]2=[N:6][CH:7]=[C:2]([Br:1])[CH:3]=[C:4]2[CH:10]=[C:9]1[O:11][C:13]([O:15][CH2:16][CH3:17])=[O:14])=[O:14])[CH3:17], predict the reactants needed to synthesize it. The reactants are: [Br:1][C:2]1[CH:3]=[C:4]2[CH2:10][C:9](=[O:11])[NH:8][C:5]2=[N:6][CH:7]=1.Cl[C:13]([O:15][CH2:16][CH3:17])=[O:14]. (3) Given the product [C:11]([O:14][CH:9]1[C:2]2=[N:1][CH:6]=[CH:5][CH:4]=[C:3]2[CH2:7][CH2:8]1)(=[O:13])[CH3:12], predict the reactants needed to synthesize it. The reactants are: [N+:1]1([O-])[CH:6]=[CH:5][CH:4]=[C:3]2[CH2:7][CH2:8][CH2:9][C:2]=12.[C:11]([O:14]C(=O)C)(=[O:13])[CH3:12]. (4) Given the product [CH3:1][O:2][C:3](=[O:57])[NH:4][CH:5]([C:9]([N:11]1[CH2:15][CH2:14][CH2:13][CH:12]1[C:16]1[NH:17][C:18]([C:21]2[CH:30]=[CH:29][C:28]3[C:23](=[CH:24][CH:25]=[C:26]([C:31]4[CH:32]=[CH:33][C:34]([C:37]5[NH:38][C:39]([CH:42]6[CH2:46][CH2:45][CH2:44][N:43]6[C:47](=[O:56])[CH:48]([C:49]6[CH:54]=[CH:53][CH:52]=[CH:51][CH:50]=6)[NH:55][C:67](=[O:70])[CH2:68][CH3:69])=[N:40][CH:41]=5)=[CH:35][CH:36]=4)[CH:27]=3)[CH:22]=2)=[CH:19][N:20]=1)=[O:10])[CH:6]([CH3:8])[CH3:7], predict the reactants needed to synthesize it. The reactants are: [CH3:1][O:2][C:3](=[O:57])[NH:4][CH:5]([C:9]([N:11]1[CH2:15][CH2:14][CH2:13][CH:12]1[C:16]1[NH:17][C:18]([C:21]2[CH:30]=[CH:29][C:28]3[C:23](=[CH:24][CH:25]=[C:26]([C:31]4[CH:36]=[CH:35][C:34]([C:37]5[NH:38][C:39]([CH:42]6[CH2:46][CH2:45][CH2:44][N:43]6[C:47](=[O:56])[CH:48]([NH2:55])[C:49]6[CH:54]=[CH:53][CH:52]=[CH:51][CH:50]=6)=[N:40][CH:41]=5)=[CH:33][CH:32]=4)[CH:27]=3)[CH:22]=2)=[CH:19][N:20]=1)=[O:10])[CH:6]([CH3:8])[CH3:7].CCN(C(C)C)C(C)C.[C:67](Cl)(=[O:70])[CH2:68][CH3:69]. (5) Given the product [F:1][C:2]1[CH:12]=[C:6]([CH:7]=[O:8])[CH:5]=[N:4][CH:3]=1, predict the reactants needed to synthesize it. The reactants are: [F:1][C:2]1[CH:3]=[N:4][CH:5]=[C:6]([CH:12]=1)[C:7](OCC)=[O:8].CC(C[AlH]CC(C)C)C. (6) Given the product [N+:14]([C:17]1[CH:18]=[CH:19][C:20]([C:23]2[CH:28]=[CH:27][C:26]([S:29]([N:2]3[C@@H:3]([C:11]([OH:13])=[O:12])[CH2:4][C:5]4[C:10](=[CH:9][CH:8]=[CH:7][CH:6]=4)[CH2:1]3)(=[O:31])=[O:30])=[CH:25][CH:24]=2)=[CH:21][CH:22]=1)([O-:16])=[O:15], predict the reactants needed to synthesize it. The reactants are: [CH2:1]1[C:10]2[C:5](=[CH:6][CH:7]=[CH:8][CH:9]=2)[CH2:4][C@H:3]([C:11]([OH:13])=[O:12])[NH:2]1.[N+:14]([C:17]1[CH:22]=[CH:21][C:20]([C:23]2[CH:28]=[CH:27][C:26]([S:29](Cl)(=[O:31])=[O:30])=[CH:25][CH:24]=2)=[CH:19][CH:18]=1)([O-:16])=[O:15].